This data is from Full USPTO retrosynthesis dataset with 1.9M reactions from patents (1976-2016). The task is: Predict the reactants needed to synthesize the given product. Given the product [F:16][C:2]([F:1])([F:15])[C:3]1[CH:4]=[CH:5][C:6]([C@:9]23[CH2:14][C@H:13]2[CH2:12][N:11]([CH2:17][CH2:18][CH2:19][OH:20])[CH2:10]3)=[CH:7][CH:8]=1, predict the reactants needed to synthesize it. The reactants are: [F:1][C:2]([F:16])([F:15])[C:3]1[CH:8]=[CH:7][C:6]([C@:9]23[CH2:14][C@H:13]2[CH2:12][NH:11][CH2:10]3)=[CH:5][CH:4]=1.[CH2:17]1C[O:20][CH2:19][CH2:18]1.